From a dataset of Forward reaction prediction with 1.9M reactions from USPTO patents (1976-2016). Predict the product of the given reaction. (1) Given the reactants [ClH:1].Cl.[NH:3]1[CH2:6][CH:5]([C:7]2[C:8]([O:28][CH3:29])=[C:9]([CH:15]([N:17]3[C:21]4=[N:22][CH:23]=[N:24][C:25]([NH2:26])=[C:20]4[C:19]([CH3:27])=[N:18]3)[CH3:16])[CH:10]=[C:11](Cl)[C:12]=2[F:13])[CH2:4]1.[CH3:30][C:31]([CH3:33])=O.C(N(CC)CC)C.C(O[BH-](OC(=O)C)OC(=O)C)(=O)C.[Na+], predict the reaction product. The product is: [Cl:1][C:7]1([CH:5]2[CH2:6][N:3]([CH:31]([CH3:33])[CH3:30])[CH2:4]2)[C:12]([F:13])=[CH:11][CH:10]=[C:9]([CH:15]([N:17]2[C:21]3=[N:22][CH:23]=[N:24][C:25]([NH2:26])=[C:20]3[C:19]([CH3:27])=[N:18]2)[CH3:16])[CH:8]1[O:28][CH3:29]. (2) The product is: [CH3:19][C:13]1[C:12]([C:9]2[C:8]3[N:7]=[CH:6][CH:5]=[N:4][C:3]=3[C:2]([C:20]#[N:21])=[CH:11][CH:10]=2)=[CH:17][C:16]([CH3:18])=[CH:15][N:14]=1. Given the reactants Br[C:2]1[CH:11]=[CH:10][C:9]([C:12]2[C:13]([CH3:19])=[N:14][CH:15]=[C:16]([CH3:18])[CH:17]=2)=[C:8]2[C:3]=1[N:4]=[CH:5][CH:6]=[N:7]2.[C:20]([Cu])#[N:21], predict the reaction product. (3) Given the reactants [Br:1][C:2]1[CH:3]=[C:4]([NH:8][C:9]2[C:18]3[C:13](=[CH:14][CH:15]=[C:16]([OH:19])[CH:17]=3)[N:12]=[CH:11][N:10]=2)[CH:5]=[CH:6][CH:7]=1.[H-].[Na+].Br[CH2:23][C:24]1[CH:46]=[CH:45][C:27]([C:28]([NH:30][C:31]2[CH:36]=[CH:35][CH:34]=[CH:33][C:32]=2[NH:37][C:38](=[O:44])[O:39][C:40]([CH3:43])([CH3:42])[CH3:41])=[O:29])=[CH:26][CH:25]=1.O, predict the reaction product. The product is: [Br:1][C:2]1[CH:3]=[C:4]([NH:8][C:9]2[C:18]3[C:13](=[CH:14][CH:15]=[C:16]([O:19][CH2:23][C:24]4[CH:25]=[CH:26][C:27]([C:28]([NH:30][C:31]5[CH:36]=[CH:35][CH:34]=[CH:33][C:32]=5[NH:37][C:38](=[O:44])[O:39][C:40]([CH3:43])([CH3:41])[CH3:42])=[O:29])=[CH:45][CH:46]=4)[CH:17]=3)[N:12]=[CH:11][N:10]=2)[CH:5]=[CH:6][CH:7]=1. (4) Given the reactants [CH:1]1([CH2:4][CH2:5][O:6][C:7]2[CH:19]=[CH:18][C:10]([C:11]([NH:13][CH2:14][C:15]([OH:17])=[O:16])=[O:12])=[CH:9][CH:8]=2)[CH2:3][CH2:2]1.OC1C=CC(C(OC)=O)=CC=1.[CH3:31][O:32][C:33]1[CH:34]=C(CCO)C=C[CH:38]=1, predict the reaction product. The product is: [CH3:31][O:32][C:33]1[CH:38]=[C:1]([CH2:4][CH2:5][O:6][C:7]2[CH:8]=[CH:9][C:10]([C:11]([NH:13][CH2:14][C:15]([OH:17])=[O:16])=[O:12])=[CH:18][CH:19]=2)[CH:3]=[CH:2][CH:34]=1. (5) Given the reactants [CH3:1][O:2][C:3]1[CH:8]=[CH:7][CH:6]=[C:5]([O:9][CH3:10])[C:4]=1[O:11][CH3:12].[C:13]([O:22][CH3:23])(=[O:21])[CH2:14][CH2:15][CH2:16][CH2:17][C:18]([O-])=[O:19], predict the reaction product. The product is: [CH3:23][O:22][C:13](=[O:21])[CH2:14][CH2:15][CH2:16][CH2:17][C:18](=[O:19])[C:6]1[CH:7]=[CH:8][C:3]([O:2][CH3:1])=[C:4]([O:11][CH3:12])[C:5]=1[O:9][CH3:10]. (6) Given the reactants [CH2:1]([O:3][C:4]([C:6]1[CH2:11][CH2:10][CH2:9][CH2:8][C:7]=1[NH2:12])=[O:5])[CH3:2].[CH2:13]([O:20][C:21]1[CH:29]=[CH:28][CH:27]=[CH:26][C:22]=1[C:23](Cl)=[O:24])[C:14]1[CH:19]=[CH:18][CH:17]=[CH:16][CH:15]=1.C(N(CC)CC)C, predict the reaction product. The product is: [CH2:1]([O:3][C:4]([C:6]1[CH2:11][CH2:10][CH2:9][CH2:8][C:7]=1[NH:12][C:23]([C:22]1[CH:26]=[CH:27][CH:28]=[CH:29][C:21]=1[O:20][CH2:13][C:14]1[CH:19]=[CH:18][CH:17]=[CH:16][CH:15]=1)=[O:24])=[O:5])[CH3:2]. (7) Given the reactants [F-:1].[K+].Cl[C:4]1[N:9]=[C:8]([N:10]2[C@@H:14]([CH:15]3[CH2:17][CH2:16]3)[CH2:13][O:12][C:11]2=[O:18])[CH:7]=[C:6]([CH3:19])[N:5]=1, predict the reaction product. The product is: [CH:15]1([C@H:14]2[CH2:13][O:12][C:11](=[O:18])[N:10]2[C:8]2[CH:7]=[C:6]([CH3:19])[N:5]=[C:4]([F:1])[N:9]=2)[CH2:17][CH2:16]1. (8) Given the reactants [Cl:1][C:2]1[CH:3]=[C:4]([NH:16][C:17]2[C:18]3[CH:26]=[C:25]([NH:27]CC4C=CC(OC)=CC=4)[N:24]=[CH:23][C:19]=3[N:20]=[CH:21][N:22]=2)[CH:5]=[CH:6][C:7]=1[O:8][CH2:9][C:10]1[CH:15]=[CH:14][CH:13]=[CH:12][N:11]=1.FC(F)(F)C(O)=O.C1(OC)C=CC=CC=1, predict the reaction product. The product is: [Cl:1][C:2]1[CH:3]=[C:4]([NH:16][C:17]2[C:18]3[CH:26]=[C:25]([NH2:27])[N:24]=[CH:23][C:19]=3[N:20]=[CH:21][N:22]=2)[CH:5]=[CH:6][C:7]=1[O:8][CH2:9][C:10]1[CH:15]=[CH:14][CH:13]=[CH:12][N:11]=1.